Dataset: NCI-60 drug combinations with 297,098 pairs across 59 cell lines. Task: Regression. Given two drug SMILES strings and cell line genomic features, predict the synergy score measuring deviation from expected non-interaction effect. Drug 1: CC1C(C(CC(O1)OC2CC(CC3=C2C(=C4C(=C3O)C(=O)C5=C(C4=O)C(=CC=C5)OC)O)(C(=O)CO)O)N)O.Cl. Drug 2: COC1=C(C=C2C(=C1)N=CN=C2NC3=CC(=C(C=C3)F)Cl)OCCCN4CCOCC4. Cell line: COLO 205. Synergy scores: CSS=-8.13, Synergy_ZIP=0.726, Synergy_Bliss=1.01, Synergy_Loewe=-11.5, Synergy_HSA=-5.85.